From a dataset of Reaction yield outcomes from USPTO patents with 853,638 reactions. Predict the reaction yield, written as a fraction of the theoretical maximum amount of product (1.0 means a 100% yield; for example, 0.34 means a 34% yield). The reactants are [Cl:1][C:2]1[C:3]([C:31]2[CH:32]=[N:33][CH:34]=[CH:35][CH:36]=2)=[N:4][C:5]([NH:8][CH:9]2[CH2:14][CH2:13][N:12]([C:15]([C:17]3[CH:22]=[CH:21][C:20]([NH:23]C(=O)OC(C)(C)C)=[CH:19][CH:18]=3)=[O:16])[CH2:11][CH2:10]2)=[N:6][CH:7]=1.Cl.CC(=O)OCC. The catalyst is C(Cl)Cl. The product is [ClH:1].[NH2:23][C:20]1[CH:21]=[CH:22][C:17]([C:15]([N:12]2[CH2:11][CH2:10][CH:9]([NH:8][C:5]3[N:4]=[C:3]([C:31]4[CH:32]=[N:33][CH:34]=[CH:35][CH:36]=4)[C:2]([Cl:1])=[CH:7][N:6]=3)[CH2:14][CH2:13]2)=[O:16])=[CH:18][CH:19]=1. The yield is 1.00.